From a dataset of Forward reaction prediction with 1.9M reactions from USPTO patents (1976-2016). Predict the product of the given reaction. (1) Given the reactants [Cl:1][C:2]1[CH:3]=[C:4]([CH:19]=[C:20]([O:23][CH:24]([CH3:26])[CH3:25])[C:21]=1[Cl:22])[C:5]([NH:7][C:8]1[CH:17]=[CH:16][C:11]([C:12]([O:14]C)=[O:13])=[C:10]([CH3:18])[CH:9]=1)=[O:6], predict the reaction product. The product is: [Cl:1][C:2]1[CH:3]=[C:4]([CH:19]=[C:20]([O:23][CH:24]([CH3:26])[CH3:25])[C:21]=1[Cl:22])[C:5]([NH:7][C:8]1[CH:17]=[CH:16][C:11]([C:12]([OH:14])=[O:13])=[C:10]([CH3:18])[CH:9]=1)=[O:6]. (2) The product is: [O:44]=[C:43]([NH:3][C:6]1[C:15]2[C:10](=[CH:11][CH:12]=[CH:13][CH:14]=2)[CH:9]=[CH:8][C:7]=1[NH:16][C:17]1[CH:22]=[CH:21][C:20]([C:23]2[N:24]([CH2:28][CH2:29][C:30]3[CH:35]=[CH:34][CH:33]=[CH:32][CH:31]=3)[CH:25]=[CH:26][N:27]=2)=[CH:19][CH:18]=1)[CH2:45][C:46]([O:48][CH2:49][CH3:50])=[O:47]. Given the reactants CO.[N+:3]([C:6]1[C:15]2[C:10](=[CH:11][CH:12]=[CH:13][CH:14]=2)[CH:9]=[CH:8][C:7]=1[NH:16][C:17]1[CH:22]=[CH:21][C:20]([C:23]2[N:24]([CH2:28][CH2:29][C:30]3[CH:35]=[CH:34][CH:33]=[CH:32][CH:31]=3)[CH:25]=[CH:26][N:27]=2)=[CH:19][CH:18]=1)([O-])=O.C(=O)([O-])[O-].[Na+].[Na+].Cl[C:43]([CH2:45][C:46]([O:48][CH2:49][CH3:50])=[O:47])=[O:44], predict the reaction product. (3) Given the reactants [Cl:1][C:2]1[CH:3]=[C:4]([NH:8][C:9]2[C:18]3[C:17]([NH2:19])=[C:16]([O:20][CH3:21])[C:15]([O:22][CH3:23])=[CH:14][C:13]=3[N:12]=[CH:11][N:10]=2)[CH:5]=[CH:6][CH:7]=1.[C:24](N1C=CN=C1)(N1C=CN=C1)=[O:25], predict the reaction product. The product is: [Cl:1][C:2]1[CH:3]=[C:4]([N:8]2[C:9]3[C:18]4[C:13]([N:12]=[CH:11][N:10]=3)=[CH:14][C:15]([O:22][CH3:23])=[C:16]([O:20][CH3:21])[C:17]=4[NH:19][C:24]2=[O:25])[CH:5]=[CH:6][CH:7]=1. (4) Given the reactants [NH2:1][C:2]1[S:3][C:4]([C:17]2[CH:22]=[CH:21][CH:20]=[C:19]([F:23])[CH:18]=2)=[C:5]([C:7]([N:9]2[CH2:14][C@H:13]3[C@H:11]([CH2:12]3)[C@H:10]2[CH2:15][NH2:16])=[O:8])[N:6]=1.[CH3:24][C:25]1[N:26]=[C:27]2[C:32]([CH3:33])=[CH:31][CH:30]=[CH:29][N:28]2[C:34]=1[C:35](O)=[O:36], predict the reaction product. The product is: [NH2:1][C:2]1[S:3][C:4]([C:17]2[CH:22]=[CH:21][CH:20]=[C:19]([F:23])[CH:18]=2)=[C:5]([C:7]([N:9]2[CH2:14][C@H:13]3[C@H:11]([CH2:12]3)[C@H:10]2[CH2:15][NH:16][C:35]([C:34]2[N:28]3[CH:29]=[CH:30][CH:31]=[C:32]([CH3:33])[C:27]3=[N:26][C:25]=2[CH3:24])=[O:36])=[O:8])[N:6]=1. (5) Given the reactants [F:1][C:2]1[CH:7]=[CH:6][C:5]([C:8]2[S:9][C:10]([C:13]([C:15]3[CH:20]=[CH:19][N:18]=[CH:17][CH:16]=3)=[O:14])=[CH:11][N:12]=2)=[CH:4][CH:3]=1.[CH:21]([Mg]Br)([CH3:23])[CH3:22], predict the reaction product. The product is: [F:1][C:2]1[CH:3]=[CH:4][C:5]([C:8]2[S:9][C:10]([C:13]([C:15]3[CH:16]=[CH:17][N:18]=[CH:19][CH:20]=3)([OH:14])[CH:21]([CH3:23])[CH3:22])=[CH:11][N:12]=2)=[CH:6][CH:7]=1.